From a dataset of Peptide-MHC class I binding affinity with 185,985 pairs from IEDB/IMGT. Regression. Given a peptide amino acid sequence and an MHC pseudo amino acid sequence, predict their binding affinity value. This is MHC class I binding data. (1) The peptide sequence is YQLWTALVSL. The MHC is HLA-A02:17 with pseudo-sequence HLA-A02:17. The binding affinity (normalized) is 0.583. (2) The peptide sequence is ILNFLDWIK. The MHC is HLA-A68:01 with pseudo-sequence HLA-A68:01. The binding affinity (normalized) is 0.532. (3) The peptide sequence is LLNETAKVI. The MHC is HLA-A68:02 with pseudo-sequence HLA-A68:02. The binding affinity (normalized) is 0.373.